Dataset: Catalyst prediction with 721,799 reactions and 888 catalyst types from USPTO. Task: Predict which catalyst facilitates the given reaction. (1) Reactant: [CH3:1][O:2][CH2:3][C:4]([NH:6][C:7]1[CH:12]=[CH:11][CH:10]=[C:9]([C:13]2[C:21]3[C:16](=[CH:17][CH:18]=[C:19]([C:22]4[N:23]=[N:24][N:25](C(C5C=CC=CC=5)(C5C=CC=CC=5)C5C=CC=CC=5)[N:26]=4)[CH:20]=3)[N:15](C3CCCCO3)[N:14]=2)[CH:8]=1)=[O:5].[N:26]1[NH:25][N:24]=[N:23][C:22]=1[C:19]1[CH:20]=[C:21]2[C:16](=[CH:17][CH:18]=1)[NH:15][N:14]=[C:13]2[C:9]1[CH:8]=[C:7]([NH:6][C:4](=[O:5])[CH2:3][O:2][CH3:1])[CH:12]=[CH:11][CH:10]=1.[OH-].[Na+]. Product: [N:26]1[NH:25][N:24]=[N:23][C:22]=1[C:19]1[CH:20]=[C:21]2[C:16](=[CH:17][CH:18]=1)[NH:15][N:14]=[C:13]2[C:9]1[CH:8]=[C:7]([NH:6][C:4](=[O:5])[CH2:3][O:2][CH3:1])[CH:12]=[CH:11][CH:10]=1. The catalyst class is: 89. (2) Reactant: [CH:1]1([O:6][C:7]2[CH:8]=[C:9]([CH:15]([N:20]3[C:28](=[O:29])[C:27]4[C:22](=[CH:23][CH:24]=[CH:25][C:26]=4[NH2:30])C3=O)[CH2:16][C:17](=[O:19])[CH3:18])[CH:10]=[CH:11][C:12]=2[O:13][CH3:14])[CH2:5][CH2:4][CH2:3][CH2:2]1.[CH3:32]OC1CCC(OC)O1.[C:41]([OH:44])(=O)[CH3:42].Cl[CH2:46][CH2:47]Cl. Product: [CH:1]1([O:6][C:7]2[CH:8]=[C:9]([CH:15]([N:20]3[C:41](=[O:44])[C:42]4[C:27](=[CH:22][CH:23]=[CH:24][C:25]=4[C:26]4[NH:30][CH:32]=[CH:46][CH:47]=4)[C:28]3=[O:29])[CH2:16][C:17](=[O:19])[CH3:18])[CH:10]=[CH:11][C:12]=2[O:13][CH3:14])[CH2:2][CH2:3][CH2:4][CH2:5]1. The catalyst class is: 2. (3) Reactant: [CH:1]1([CH2:4][O:5][C:6]2[CH:22]=[CH:21][C:9]3[C:10]([CH2:13][CH2:14][CH:15]4[CH2:20][CH2:19][NH:18][CH2:17][CH2:16]4)=[N:11][O:12][C:8]=3[C:7]=2[CH2:23][OH:24])[CH2:3][CH2:2]1.Cl[CH2:26][C:27]1[N:28]=[C:29]([CH3:32])[S:30][CH:31]=1.C(=O)([O-])[O-].[K+].[K+].O. Product: [CH:1]1([CH2:4][O:5][C:6]2[CH:22]=[CH:21][C:9]3[C:10]([CH2:13][CH2:14][CH:15]4[CH2:20][CH2:19][N:18]([CH2:26][C:27]5[N:28]=[C:29]([CH3:32])[S:30][CH:31]=5)[CH2:17][CH2:16]4)=[N:11][O:12][C:8]=3[C:7]=2[CH2:23][OH:24])[CH2:3][CH2:2]1. The catalyst class is: 42. (4) Reactant: [NH2:1][C:2]1[N:7]=[C:6](S(C)=O)[C:5]([C:11]2[CH:12]=[CH:13][C:14](=[O:20])[N:15]([CH:17]([CH3:19])[CH3:18])[N:16]=2)=[C:4]([C:21]2[CH:26]=[CH:25][CH:24]=[CH:23][CH:22]=2)[N:3]=1.[NH:27]1[CH2:32][CH2:31][NH:30][CH2:29][CH2:28]1.O. Product: [NH2:1][C:2]1[N:3]=[C:4]([C:21]2[CH:26]=[CH:25][CH:24]=[CH:23][CH:22]=2)[C:5]([C:11]2[CH:12]=[CH:13][C:14](=[O:20])[N:15]([CH:17]([CH3:19])[CH3:18])[N:16]=2)=[C:6]([N:27]2[CH2:32][CH2:31][NH:30][CH2:29][CH2:28]2)[N:7]=1. The catalyst class is: 80.